From a dataset of Full USPTO retrosynthesis dataset with 1.9M reactions from patents (1976-2016). Predict the reactants needed to synthesize the given product. (1) Given the product [ClH:15].[N:1]1[C:2]([C:10]([O:12][CH2:13][CH3:14])=[O:11])=[CH:3][N:4]2[CH2:9][CH2:8][NH:7][CH2:6][C:5]=12, predict the reactants needed to synthesize it. The reactants are: [N:1]1[C:2]([C:10]([O:12][CH2:13][CH3:14])=[O:11])=[CH:3][N:4]2[CH:9]=[CH:8][N:7]=[CH:6][C:5]=12.[ClH:15]. (2) Given the product [O:13]=[C:14]1[CH2:17][CH:16]([S:18]([O:21][CH2:22][CH2:23][CH2:24][CH3:25])(=[O:20])=[O:19])[CH2:15]1, predict the reactants needed to synthesize it. The reactants are: [Cr]([O-])(OCl)(=O)=O.[NH+]1C=CC=CC=1.[OH:13][CH:14]1[CH2:17][CH:16]([S:18]([O:21][CH2:22][CH2:23][CH2:24][CH3:25])(=[O:20])=[O:19])[CH2:15]1.C(OCC)(=O)C. (3) Given the product [Cl:1][C:2]1[CH:7]=[CH:6][C:5]([NH:19][C@@H:18]2[CH2:17][CH2:16][S:15](=[O:21])(=[O:20])[C:14]2([CH3:22])[CH3:13])=[C:4]([N+:9]([O-:11])=[O:10])[CH:3]=1, predict the reactants needed to synthesize it. The reactants are: [Cl:1][C:2]1[CH:7]=[CH:6][C:5](F)=[C:4]([N+:9]([O-:11])=[O:10])[CH:3]=1.Cl.[CH3:13][C:14]1([CH3:22])[C@H:18]([NH2:19])[CH2:17][CH2:16][S:15]1(=[O:21])=[O:20].C(=O)([O-])[O-].[K+].[K+].C(N(CC)CC)C. (4) Given the product [Cl:1][C:2]1[CH:9]=[CH:8][CH:7]=[CH:6][C:3]=1[CH:4]1[C:21]([C:22]([O:24][CH2:25][CH3:26])=[O:23])=[C:16]([CH:17]([CH3:19])[CH3:18])[NH:10][C:11]2=[N:12][NH:13][CH:14]=[C:15]12, predict the reactants needed to synthesize it. The reactants are: [Cl:1][C:2]1[CH:9]=[CH:8][CH:7]=[CH:6][C:3]=1[CH:4]=O.[NH2:10][C:11]1[CH:15]=[CH:14][NH:13][N:12]=1.[C:16]([CH2:21][C:22]([O:24][CH2:25][CH3:26])=[O:23])(=O)[CH:17]([CH3:19])[CH3:18].C(=O)([O-])O.[Na+]. (5) Given the product [NH2:32][CH2:31][C:29]1([CH2:33][NH:34][C:2]2[C:11]3[C:6](=[CH:7][CH:8]=[C:9]([CH3:12])[CH:10]=3)[N:5]=[C:4]([N:13]3[CH2:19][C:18]4[CH:20]=[CH:21][CH:22]=[CH:23][C:17]=4[S:16](=[O:25])(=[O:24])[CH2:15][CH2:14]3)[CH:3]=2)[CH2:30][S:27](=[O:35])(=[O:26])[CH2:28]1, predict the reactants needed to synthesize it. The reactants are: Cl[C:2]1[C:11]2[C:6](=[CH:7][CH:8]=[C:9]([CH3:12])[CH:10]=2)[N:5]=[C:4]([N:13]2[CH2:19][C:18]3[CH:20]=[CH:21][CH:22]=[CH:23][C:17]=3[S:16](=[O:25])(=[O:24])[CH2:15][CH2:14]2)[CH:3]=1.[O:26]=[S:27]1(=[O:35])[CH2:30][C:29]([CH2:33][NH2:34])([CH2:31][NH2:32])[CH2:28]1.